This data is from NCI-60 drug combinations with 297,098 pairs across 59 cell lines. The task is: Regression. Given two drug SMILES strings and cell line genomic features, predict the synergy score measuring deviation from expected non-interaction effect. Drug 1: COC1=C2C(=CC3=C1OC=C3)C=CC(=O)O2. Drug 2: C1C(C(OC1N2C=NC(=NC2=O)N)CO)O. Cell line: HOP-62. Synergy scores: CSS=10.1, Synergy_ZIP=-2.23, Synergy_Bliss=-0.286, Synergy_Loewe=-0.476, Synergy_HSA=0.104.